This data is from Catalyst prediction with 721,799 reactions and 888 catalyst types from USPTO. The task is: Predict which catalyst facilitates the given reaction. (1) Reactant: [F:1][C:2]1[CH:7]=[CH:6][C:5]([C:8]2[C:9]3[C:10](=[N:27][N:28]([CH2:30][CH2:31][O:32]C4CCCCO4)[CH:29]=3)[N:11]=[C:12]([C:20]3[CH:25]=[CH:24][C:23]([F:26])=[CH:22][CH:21]=3)[C:13]=2[C:14]2[CH:19]=[CH:18][N:17]=[CH:16][CH:15]=2)=[CH:4][CH:3]=1.CC(O)=O.C1COCC1.C([O-])(O)=O.[Na+]. Product: [F:1][C:2]1[CH:7]=[CH:6][C:5]([C:8]2[C:9]3[C:10](=[N:27][N:28]([CH2:30][CH2:31][OH:32])[CH:29]=3)[N:11]=[C:12]([C:20]3[CH:25]=[CH:24][C:23]([F:26])=[CH:22][CH:21]=3)[C:13]=2[C:14]2[CH:19]=[CH:18][N:17]=[CH:16][CH:15]=2)=[CH:4][CH:3]=1. The catalyst class is: 6. (2) Reactant: [N:1]1[C:10]2[C:5](=[CH:6][CH:7]=[CH:8][CH:9]=2)[C:4]([C:11]([OH:13])=O)=[CH:3][N:2]=1.CCN=C=N[CH2:19][CH2:20][CH2:21][N:22](C)C.C1C=CC2N([OH:34])N=NC=2C=1.N[C:36]12[C:54]3[C:49](=[CH:50][CH:51]=[CH:52][CH:53]=3)[C:48](=[O:55])C1(O)C1[C:43]([O:44]2)=[CH:42][C:41]([CH:45]([CH3:47])[CH3:46])=[CH:40]C=1. Product: [OH:34][C:36]12[C:54]3[C:49](=[CH:50][CH:51]=[CH:52][CH:53]=3)[C:48](=[O:55])[C:21]1([NH:22][C:11]([C:4]1[C:5]3[C:10](=[CH:9][CH:8]=[CH:7][CH:6]=3)[N:1]=[N:2][CH:3]=1)=[O:13])[C:20]1[CH:19]=[CH:40][C:41]([CH:45]([CH3:47])[CH3:46])=[CH:42][C:43]=1[O:44]2. The catalyst class is: 2. (3) Reactant: [Cl:1][C:2]1[CH:3]=[C:4]([CH2:9]O)[C:5]([CH3:8])=[N:6][CH:7]=1.C1(P([N:25]=[N+:26]=[N-:27])(C2C=CC=CC=2)=O)C=CC=CC=1.N12CCCN=C1CCCCC2. Product: [N:25]([CH2:9][C:4]1[C:5]([CH3:8])=[N:6][CH:7]=[C:2]([Cl:1])[CH:3]=1)=[N+:26]=[N-:27]. The catalyst class is: 11.